From a dataset of Catalyst prediction with 721,799 reactions and 888 catalyst types from USPTO. Predict which catalyst facilitates the given reaction. Reactant: [CH3:1][N:2]1[CH:6]=[C:5]([N+:7]([O-])=O)[N:4]=[CH:3]1.CN(C=O)C.Cl[C:16]1[C:25]2[C:20](=[CH:21][CH:22]=[CH:23][CH:24]=2)[N:19]=[C:18]([C:26]([C:28]2[CH:33]=[CH:32][C:31]([F:34])=[CH:30][CH:29]=2)=[O:27])[N:17]=1. Product: [F:34][C:31]1[CH:32]=[CH:33][C:28]([C:26]([C:18]2[N:17]=[C:16]([NH:7][C:5]3[N:4]=[CH:3][N:2]([CH3:1])[CH:6]=3)[C:25]3[C:20](=[CH:21][CH:22]=[CH:23][CH:24]=3)[N:19]=2)=[O:27])=[CH:29][CH:30]=1. The catalyst class is: 50.